From a dataset of Full USPTO retrosynthesis dataset with 1.9M reactions from patents (1976-2016). Predict the reactants needed to synthesize the given product. (1) The reactants are: [Br:1][C:2]1[C:3]([NH:9][C:10]2[CH:15]=[CH:14][CH:13]=[CH:12][C:11]=2[NH:16][S:17]([CH3:20])(=[O:19])=[O:18])=[N:4][C:5](Cl)=[N:6][CH:7]=1.[F:21][CH:22]([F:31])[O:23][C:24]1[CH:30]=[CH:29][CH:28]=[CH:27][C:25]=1[NH2:26]. Given the product [Br:1][C:2]1[C:3]([NH:9][C:10]2[CH:15]=[CH:14][CH:13]=[CH:12][C:11]=2[NH:16][S:17]([CH3:20])(=[O:19])=[O:18])=[N:4][C:5]([NH:26][C:25]2[CH:27]=[CH:28][CH:29]=[CH:30][C:24]=2[O:23][CH:22]([F:21])[F:31])=[N:6][CH:7]=1, predict the reactants needed to synthesize it. (2) Given the product [CH3:19][S:16]([NH:15][CH2:14][C:11]1[CH:12]=[CH:13][C:8]([CH:4]([CH2:5][CH:6]=[CH2:7])[C:3]([OH:20])=[O:2])=[CH:9][CH:10]=1)(=[O:18])=[O:17], predict the reactants needed to synthesize it. The reactants are: C[O:2][C:3](=[O:20])[CH:4]([C:8]1[CH:13]=[CH:12][C:11]([CH2:14][NH:15][S:16]([CH3:19])(=[O:18])=[O:17])=[CH:10][CH:9]=1)[CH2:5][CH:6]=[CH2:7].O1CCCC1.O.[OH-].[Li+].Cl. (3) Given the product [CH3:9][C:8]([NH:17][C:25]([C:23]1[N:24]=[C:20]([S:19][CH3:18])[S:21][CH:22]=1)=[O:26])([C:11]1[CH:16]=[CH:15][CH:14]=[CH:13][CH:12]=1)[CH3:10], predict the reactants needed to synthesize it. The reactants are: C(N(CC)CC)C.[C:8]([NH2:17])([C:11]1[CH:16]=[CH:15][CH:14]=[CH:13][CH:12]=1)([CH3:10])[CH3:9].[CH3:18][S:19][C:20]1[S:21][CH:22]=[C:23]([C:25](Cl)=[O:26])[N:24]=1. (4) The reactants are: Cl[CH2:2][CH2:3][C:4]([C:6]1[CH:11]=[C:10]([Cl:12])[C:9]([OH:13])=[CH:8][C:7]=1[OH:14])=[O:5].OS(O)(=O)=O. Given the product [Cl:12][C:10]1[CH:11]=[C:6]2[C:7](=[CH:8][C:9]=1[OH:13])[O:14][CH2:2][CH2:3][C:4]2=[O:5], predict the reactants needed to synthesize it. (5) Given the product [C:51]([OH:61])(=[O:60])[C@H:52]([C:54]1[CH:59]=[CH:58][CH:57]=[CH:56][CH:55]=1)[OH:53].[CH3:1][O:2][C:3]1[CH:4]=[C:5]2[C:10](=[CH:11][C:12]=1[CH2:13][NH:14][CH:15]1[CH2:20][CH2:19][CH2:18][NH:17][CH:16]1[C:21]1[CH:22]=[CH:23][CH:24]=[CH:25][CH:26]=1)[C:9]([CH3:31])([C:27]([F:30])([F:28])[F:29])[O:8][CH2:7][CH2:6]2, predict the reactants needed to synthesize it. The reactants are: [CH3:1][O:2][C:3]1[CH:4]=[C:5]2[C:10](=[CH:11][C:12]=1[CH2:13][NH:14][C@H:15]1[CH2:20][CH2:19][CH2:18][NH:17][C@H:16]1[C:21]1[CH:26]=[CH:25][CH:24]=[CH:23][CH:22]=1)[C@:9]([CH3:31])([C:27]([F:30])([F:29])[F:28])[O:8][CH2:7][CH2:6]2.COC1C=C2C(=CC=1C=O)C(C)(C(F)(F)F)OCC2.[C:51]([OH:61])(=[O:60])[CH:52]([C:54]1[CH:59]=[CH:58][CH:57]=[CH:56][CH:55]=1)[OH:53].[C:51]([OH:61])(=[O:60])[CH:52]([C:54]1[CH:59]=[CH:58][CH:57]=[CH:56][CH:55]=1)[OH:53].C1([C@H]2[C@@H](N)CCCN2)C=CC=CC=1.COC1C=C2C(=CC=1CNC1CCCNC1C1C=CC=CC=1)C(C)(C(F)(F)F)OCC2.